Dataset: Forward reaction prediction with 1.9M reactions from USPTO patents (1976-2016). Task: Predict the product of the given reaction. Given the reactants N1C=CN=C1.C1(P(C2C=CC=CC=2)C2C=CC=CC=2)C=CC=CC=1.[I:25]I.[CH3:27][O:28][CH2:29][C:30]1[CH:35]=[CH:34][CH:33]=[CH:32][C:31]=1[CH2:36]O, predict the reaction product. The product is: [I:25][CH2:36][C:31]1[CH:32]=[CH:33][CH:34]=[CH:35][C:30]=1[CH2:29][O:28][CH3:27].